Dataset: Reaction yield outcomes from USPTO patents with 853,638 reactions. Task: Predict the reaction yield, written as a fraction of the theoretical maximum amount of product (1.0 means a 100% yield; for example, 0.34 means a 34% yield). (1) The product is [CH3:32][S:33]([O:1][CH2:2][C@@H:3]([NH:14][C:15]([O:17][CH2:18][C:19]1[CH:20]=[CH:21][CH:22]=[CH:23][CH:24]=1)=[O:16])[CH2:4][N:5]1[CH2:13][CH2:12][CH2:11][C@H:6]1[C:7]([O:9][CH3:10])=[O:8])(=[O:35])=[O:34]. The reactants are [OH:1][CH2:2][C@@H:3]([NH:14][C:15]([O:17][CH2:18][C:19]1[CH:24]=[CH:23][CH:22]=[CH:21][CH:20]=1)=[O:16])[CH2:4][N:5]1[CH2:13][CH2:12][CH2:11][C@H:6]1[C:7]([O:9][CH3:10])=[O:8].C(N(CC)CC)C.[CH3:32][S:33](Cl)(=[O:35])=[O:34]. The catalyst is ClCCl.CN(C)C1C=CN=CC=1. The yield is 1.00. (2) The reactants are [CH3:1][Mg+].[Br-].FC(F)(F)S(O[CH2:10][CH:11]1[CH2:20][CH2:19][C:18]2[C:13](=[CH:14][CH:15]=[CH:16][CH:17]=2)[O:12]1)(=O)=O.[NH4+].[Cl-]. The catalyst is C1COCC1.O. The product is [CH2:10]([CH:11]1[CH2:20][CH2:19][C:18]2[C:13](=[CH:14][CH:15]=[CH:16][CH:17]=2)[O:12]1)[CH3:1]. The yield is 0.900. (3) The product is [C:1]([O:5][C:11]([NH:10][S:7]([NH:13][C:14]1[CH:19]=[CH:18][C:17](/[CH:20]=[CH:21]/[S:22]([N:25]2[CH2:26][CH2:27][C:28]3([N:32]=[C:31]([C:33]4[CH:38]=[CH:37][CH:36]=[C:35]([O:39][C:40]([F:41])([F:43])[F:42])[CH:34]=4)[NH:30][C:29]3=[O:44])[CH2:45][CH2:46]2)(=[O:23])=[O:24])=[C:16]([CH3:47])[CH:15]=1)(=[O:9])=[O:8])=[O:12])([CH3:4])([CH3:3])[CH3:2]. The reactants are [C:1]([OH:5])([CH3:4])([CH3:3])[CH3:2].Cl[S:7]([N:10]=[C:11]=[O:12])(=[O:9])=[O:8].[NH2:13][C:14]1[CH:19]=[CH:18][C:17](/[CH:20]=[CH:21]/[S:22]([N:25]2[CH2:46][CH2:45][C:28]3([N:32]=[C:31]([C:33]4[CH:38]=[CH:37][CH:36]=[C:35]([O:39][C:40]([F:43])([F:42])[F:41])[CH:34]=4)[NH:30][C:29]3=[O:44])[CH2:27][CH2:26]2)(=[O:24])=[O:23])=[C:16]([CH3:47])[CH:15]=1.C(N(CC)CC)C. The catalyst is ClCCl. The yield is 0.600.